Dataset: Reaction yield outcomes from USPTO patents with 853,638 reactions. Task: Predict the reaction yield, written as a fraction of the theoretical maximum amount of product (1.0 means a 100% yield; for example, 0.34 means a 34% yield). (1) The reactants are [F:1][C:2]([F:16])([F:15])[C:3]1[CH:8]=[CH:7][C:6]([C:9]2[CH:14]=[CH:13][N:12]=[CH:11][CH:10]=2)=[CH:5][CH:4]=1.C(O)(C(F)(F)F)=O. The catalyst is CO.[C].[Pd]. The product is [F:16][C:2]([F:1])([F:15])[C:3]1[CH:4]=[CH:5][C:6]([CH:9]2[CH2:10][CH2:11][NH:12][CH2:13][CH2:14]2)=[CH:7][CH:8]=1. The yield is 0.680. (2) The reactants are C[O:2][C:3](=O)[CH2:4][N:5]1[CH:9]=[C:8]([B:10]2[O:14][C:13]([CH3:16])([CH3:15])[C:12]([CH3:18])([CH3:17])[O:11]2)[CH:7]=[N:6]1.BrC(O)C. No catalyst specified. The product is [CH3:17][C:12]1([CH3:18])[C:13]([CH3:15])([CH3:16])[O:14][B:10]([C:8]2[CH:7]=[N:6][N:5]([CH2:4][CH2:3][OH:2])[CH:9]=2)[O:11]1. The yield is 0.490. (3) The yield is 0.870. The catalyst is C1COCC1. The reactants are C([O:3][C:4]([C:6]1[O:7][C:8]2[CH:15]=[CH:14][C:13]([Cl:16])=[C:12]([O:17][CH3:18])[C:9]=2[C:10]=1[CH3:11])=[O:5])C.[Li+].[OH-]. The product is [Cl:16][C:13]1[CH:14]=[CH:15][C:8]2[O:7][C:6]([C:4]([OH:5])=[O:3])=[C:10]([CH3:11])[C:9]=2[C:12]=1[O:17][CH3:18]. (4) The yield is 0.950. The catalyst is C(O)(=O)C. The reactants are [N+]([C:4]1[CH:5]=[C:6]([C:11]2[CH:16]=[CH:15][CH:14]=[CH:13][N:12]=2)[N+:7]([O-:10])=[CH:8][CH:9]=1)([O-])=O.C([Br:20])(=O)C. The product is [Br:20][C:4]1[CH:5]=[C:6]([C:11]2[CH:16]=[CH:15][CH:14]=[CH:13][N:12]=2)[N+:7]([O-:10])=[CH:8][CH:9]=1. (5) The reactants are [Si:1]([O:18][CH2:19][C:20]([C:23]1[CH:27]=[C:26]([NH:28][C:29]([NH:31][C@@H:32]2[C:41]3[C:36](=[CH:37][CH:38]=[CH:39][CH:40]=3)[C@H:35]([O:42][C:43]3[CH:44]=[CH:45][C:46]4[N:47]([C:49]([N:52]5[CH2:57][CH2:56][CH2:55][CH2:54][C@@H:53]5[CH3:58])=[N:50][N:51]=4)[CH:48]=3)[CH2:34][CH2:33]2)=[O:30])[N:25]([C:59]2[CH:64]=[CH:63][CH:62]=[C:61]([O:65][CH2:66][CH2:67][OH:68])[CH:60]=2)[N:24]=1)([CH3:22])[CH3:21])([C:14]([CH3:17])([CH3:16])[CH3:15])([C:8]1[CH:13]=[CH:12][CH:11]=[CH:10][CH:9]=1)[C:2]1[CH:7]=[CH:6][CH:5]=[CH:4][CH:3]=1.CCN(C(C)C)C(C)C.[CH3:78][S:79](Cl)(=[O:81])=[O:80]. The catalyst is C(Cl)Cl.C(=O)(O)[O-].[Na+]. The product is [CH3:78][S:79]([O:68][CH2:67][CH2:66][O:65][C:61]1[CH:62]=[CH:63][CH:64]=[C:59]([N:25]2[C:26]([NH:28][C:29](=[O:30])[NH:31][C@@H:32]3[C:41]4[C:36](=[CH:37][CH:38]=[CH:39][CH:40]=4)[C@H:35]([O:42][C:43]4[CH:44]=[CH:45][C:46]5[N:47]([C:49]([N:52]6[CH2:57][CH2:56][CH2:55][CH2:54][C@@H:53]6[CH3:58])=[N:50][N:51]=5)[CH:48]=4)[CH2:34][CH2:33]3)=[CH:27][C:23]([C:20]([CH3:21])([CH3:22])[CH2:19][O:18][Si:1]([C:14]([CH3:16])([CH3:15])[CH3:17])([C:8]3[CH:13]=[CH:12][CH:11]=[CH:10][CH:9]=3)[C:2]3[CH:3]=[CH:4][CH:5]=[CH:6][CH:7]=3)=[N:24]2)[CH:60]=1)(=[O:81])=[O:80]. The yield is 0.580. (6) The reactants are Cl[C:2]1[N:10]=[C:9]([O:11][CH2:12][C:13]([F:16])([F:15])[F:14])[C:8]([F:17])=[CH:7][C:3]=1[C:4]([OH:6])=[O:5].C(N(CC)CC)C. The catalyst is CCO.[Pd]. The product is [F:17][C:8]1[C:9]([O:11][CH2:12][C:13]([F:15])([F:16])[F:14])=[N:10][CH:2]=[C:3]([CH:7]=1)[C:4]([OH:6])=[O:5]. The yield is 0.750.